From a dataset of Catalyst prediction with 721,799 reactions and 888 catalyst types from USPTO. Predict which catalyst facilitates the given reaction. (1) Product: [Cl:8][C:9]1[CH:17]=[CH:16][CH:15]=[C:14]2[C:10]=1[C:11]([C:25](=[O:26])[CH:27]([NH:34][C:35]1[CH:40]=[CH:39][CH:38]=[C:37]([O:41][CH3:42])[CH:36]=1)[C:28]1[CH:29]=[CH:30][CH:31]=[CH:32][CH:33]=1)=[CH:12][NH:13]2. Reactant: C(N(CC)CC)C.[Cl:8][C:9]1[CH:17]=[CH:16][CH:15]=[C:14]2[C:10]=1[C:11]([CH:25]=[O:26])=[CH:12][N:13]2C(OC(C)(C)C)=O.[CH:27](=[N:34][C:35]1[CH:40]=[CH:39][CH:38]=[C:37]([O:41][CH3:42])[CH:36]=1)[C:28]1[CH:33]=[CH:32][CH:31]=[CH:30][CH:29]=1. The catalyst class is: 433. (2) Reactant: [CH:1]1([N:5]2[CH:14]=[CH:13][C:12]3[C:7](=[CH:8][CH:9]=[CH:10][C:11]=3[N+:15]([O-])=O)[C:6]2=[O:18])[CH2:4][CH2:3][CH2:2]1.C(O)C.O.[Cl-].[NH4+]. Product: [NH2:15][C:11]1[CH:10]=[CH:9][CH:8]=[C:7]2[C:12]=1[CH:13]=[CH:14][N:5]([CH:1]1[CH2:4][CH2:3][CH2:2]1)[C:6]2=[O:18]. The catalyst class is: 292. (3) Reactant: [N:1]([C:4]1[N:13]=[CH:12][CH:11]=[C:10]2[C:5]=1[CH:6]=[CH:7][CH:8]=[N:9]2)=[N+]=[N-].O.O.Cl[Sn]Cl.Cl.C([O-])(O)=O.[Na+]. The catalyst class is: 5. Product: [N:9]1[C:10]2[CH:11]=[CH:12][N:13]=[C:4]([NH2:1])[C:5]=2[CH:6]=[CH:7][CH:8]=1. (4) Reactant: [NH2:1][C@H:2]1[CH2:7][CH2:6][CH2:5][CH2:4][C@H:3]1[NH:8][C:9]1[N:14]=[C:13]([NH:15][C:16]2[CH:21]=[CH:20][CH:19]=[C:18]([C:22]3[CH2:23][CH2:24][O:25][CH2:26][CH:27]=3)[CH:17]=2)[C:12]([C:28]([NH2:30])=[O:29])=[CH:11][N:10]=1. Product: [NH2:1][C@H:2]1[CH2:7][CH2:6][CH2:5][CH2:4][C@H:3]1[NH:8][C:9]1[N:14]=[C:13]([NH:15][C:16]2[CH:21]=[CH:20][CH:19]=[C:18]([CH:22]3[CH2:23][CH2:24][O:25][CH2:26][CH2:27]3)[CH:17]=2)[C:12]([C:28]([NH2:30])=[O:29])=[CH:11][N:10]=1. The catalyst class is: 19. (5) Product: [O:17]1[CH2:18][CH:19]=[C:20]([C:2]2[N:7]=[CH:6][C:5]([C:8]3[CH:9]=[N:10][CH:11]=[C:12]([O:14][CH3:15])[CH:13]=3)=[C:4]([NH2:16])[CH:3]=2)[CH2:21][CH2:22]1. The catalyst class is: 167. Reactant: Cl[C:2]1[N:7]=[CH:6][C:5]([C:8]2[CH:9]=[N:10][CH:11]=[C:12]([O:14][CH3:15])[CH:13]=2)=[C:4]([NH2:16])[CH:3]=1.[O:17]1[CH2:22][CH:21]=[C:20](B2OC(C)(C)C(C)(C)O2)[CH2:19][CH2:18]1.C1(P(C2CCCCC2)C2(OC)CC=CC(OC)=C2C2C=CC=CC=2)CCCCC1.COC1C=CC=C(OC)C=1C1C=CC=CC=1P(C1CCCCC1)C1CCCCC1.[O-]P([O-])([O-])=O.[K+].[K+].[K+]. (6) Reactant: [NH2:1][CH2:2][CH2:3][CH2:4][NH:5][C:6](=[O:12])[O:7][C:8]([CH3:11])([CH3:10])[CH3:9].Cl[C:14]1[C:19]([N+:20]([O-:22])=[O:21])=[CH:18][CH:17]=[CH:16][C:15]=1[N+:23]([O-:25])=[O:24].C(N(CC)CC)C. Product: [N+:20]([C:19]1[CH:18]=[CH:17][CH:16]=[C:15]([N+:23]([O-:25])=[O:24])[C:14]=1[NH:1][CH2:2][CH2:3][CH2:4][NH:5][C:6](=[O:12])[O:7][C:8]([CH3:9])([CH3:11])[CH3:10])([O-:22])=[O:21]. The catalyst class is: 54. (7) Reactant: [OH:1][C:2]1[CH:3]=[C:4]([CH:10]=[CH:11][C:12]=1[O:13][CH3:14])[CH:5]=[CH:6][C:7]([OH:9])=[O:8].CO. Product: [OH:1][C:2]1[CH:3]=[C:4]([CH2:5][CH2:6][C:7]([OH:9])=[O:8])[CH:10]=[CH:11][C:12]=1[O:13][CH3:14]. The catalyst class is: 386.